Dataset: Reaction yield outcomes from USPTO patents with 853,638 reactions. Task: Predict the reaction yield, written as a fraction of the theoretical maximum amount of product (1.0 means a 100% yield; for example, 0.34 means a 34% yield). (1) The reactants are [CH2:1](Cl)CCl.[C:5]([C:8]1[CH:9]=[CH:10][C:11]2[NH:17][C@@H:16]([CH2:18][C:19]([O:21][CH3:22])=[O:20])[C:15](=[O:23])[N:14]([CH3:24])[CH2:13][C:12]=2[CH:25]=1)([OH:7])=O.[CH:26]1C=C[C:29]2[N:34](O)N=[N:32][C:30]=2[CH:31]=1.O.CCN(C(C)C)C(C)C.[CH3:46][C:47]#[N:48]. No catalyst specified. The product is [NH2:48][C:47]1[N:32]=[C:30]([CH2:29][N:34]([CH3:1])[C:5]([C:8]2[CH:9]=[CH:10][C:11]3[NH:17][C@@H:16]([CH2:18][C:19]([O:21][CH3:22])=[O:20])[C:15](=[O:23])[N:14]([CH3:24])[CH2:13][C:12]=3[CH:25]=2)=[O:7])[CH:31]=[CH:26][CH:46]=1. The yield is 0.480. (2) The reactants are O[CH:2]1[CH2:8][O:7][C:6]2[CH:9]=[CH:10][C:11]([I:13])=[CH:12][C:5]=2[N:4]2[N:14]=[C:15]([C:17]([O:19][CH2:20][CH3:21])=[O:18])[CH:16]=[C:3]12.COCCN(S(F)(F)[F:32])CCOC. The catalyst is ClCCl. The product is [F:32][CH:2]1[CH2:8][O:7][C:6]2[CH:9]=[CH:10][C:11]([I:13])=[CH:12][C:5]=2[N:4]2[N:14]=[C:15]([C:17]([O:19][CH2:20][CH3:21])=[O:18])[CH:16]=[C:3]12. The yield is 0.820. (3) The reactants are [Cl:1][C:2]1[CH:3]=[C:4]([C@H:8]([N:10]2[C:14](=O)[CH2:13][O:12][C:11]2=[O:16])[CH3:9])[CH:5]=[CH:6][CH:7]=1.[BH4-].[Na+].CC(C)=O.CS(Cl)(=O)=O. The catalyst is CO.[NH4+].[Cl-]. The product is [Cl:1][C:2]1[CH:3]=[C:4]([C@H:8]([N:10]2[CH:14]=[CH:13][O:12][C:11]2=[O:16])[CH3:9])[CH:5]=[CH:6][CH:7]=1. The yield is 0.500.